Dataset: Experimentally validated miRNA-target interactions with 360,000+ pairs, plus equal number of negative samples. Task: Binary Classification. Given a miRNA mature sequence and a target amino acid sequence, predict their likelihood of interaction. Result: 0 (no interaction). The protein sequence of the target gene is MFLFSRKTRTPISTYSDSYRAPTSIKEVYKDPPLCAWEANKFLTPGLTHTMERHVDPEALQKMAKCAVQDYTYRGSISGHPYLPEKYWLSQEEADKCSPNYLGSDWYNTWRMEPYNSSCCNKYTTYLPRLPKEARMETAVRGMPLECPPRPERLNAYEREVMVNMLNSLSRNQQLPRITPRCGCVDPLPGRLPFHGYESACSGRHYCLRGMDYYASGAPCTDRRLRPWCREQPTMCTSLRAPARNAVCCYNSPAVILPISEP. The miRNA is hsa-miR-30e-5p with sequence UGUAAACAUCCUUGACUGGAAG.